Task: Predict the reactants needed to synthesize the given product.. Dataset: Full USPTO retrosynthesis dataset with 1.9M reactions from patents (1976-2016) (1) Given the product [CH3:20][N:21]1[CH:16]([C:15]2[CH:14]=[CH:13][C:10]([C:11]#[N:12])=[CH:9][C:8]=2[C:40]2[CH:39]=[N:38][CH:43]=[CH:42][CH:41]=2)[C:17]2[C:36](=[O:37])[NH:35][CH2:34][CH2:33][C:18]=2[N:19]([C:23]2[CH:28]=[CH:27][CH:26]=[C:25]([C:29]([F:31])([F:32])[F:30])[CH:24]=2)[C:1]1=[O:4], predict the reactants needed to synthesize it. The reactants are: [C:1](=[O:4])([O-])[O-].[K+].[K+].Br[C:8]1[CH:9]=[C:10]([CH:13]=[CH:14][C:15]=1[CH:16]1[NH:21][C:20](=O)[N:19]([C:23]2[CH:28]=[CH:27][CH:26]=[C:25]([C:29]([F:32])([F:31])[F:30])[CH:24]=2)[C:18]2[CH2:33][CH2:34][NH:35][C:36](=[O:37])[C:17]1=2)[C:11]#[N:12].[N:38]1[CH:43]=[CH:42][CH:41]=[C:40](B(O)O)[CH:39]=1. (2) Given the product [CH2:2]([N:18]1[C:17]2[CH:16]=[CH:15][C:14]([Br:13])=[CH:26][C:25]=2[C:24]2[C:19]1=[CH:20][CH:21]=[C:22]([Br:27])[CH:23]=2)[CH2:3][CH2:4][CH2:5][CH2:6][CH2:7][CH2:8][CH2:9][CH2:10][CH3:11], predict the reactants needed to synthesize it. The reactants are: Br[CH2:2][CH2:3][CH2:4][CH2:5][CH2:6][CH2:7][CH2:8][CH2:9][CH2:10][CH3:11].O.[Br:13][C:14]1[CH:15]=[CH:16][C:17]2[NH:18][C:19]3[C:24]([C:25]=2[CH:26]=1)=[CH:23][C:22]([Br:27])=[CH:21][CH:20]=3. (3) Given the product [C:34]([O:33][C:31]([NH:30][C@H:29]([C:38]([OH:40])=[O:39])[CH2:28][O:27][C:19]1[C:20]([N+:24]([O-:26])=[O:25])=[CH:21][CH:22]=[CH:23][C:18]=1[C:1]1[CH:6]=[CH:5][CH:4]=[CH:3][CH:2]=1)=[O:32])([CH3:37])([CH3:36])[CH3:35], predict the reactants needed to synthesize it. The reactants are: [C:1]1(B(O)O)[CH:6]=[CH:5][CH:4]=[CH:3][CH:2]=1.C(=O)([O-])[O-].[Cs+].[Cs+].O.Br[C:18]1[CH:23]=[CH:22][CH:21]=[C:20]([N+:24]([O-:26])=[O:25])[C:19]=1[O:27][CH2:28][C@@H:29]([C:38]([OH:40])=[O:39])[NH:30][C:31]([O:33][C:34]([CH3:37])([CH3:36])[CH3:35])=[O:32]. (4) Given the product [Br:1][C:2]1[CH:10]=[C:9]([F:11])[CH:8]=[C:7]2[C:3]=1[CH2:4][CH:5]=[CH:6]2, predict the reactants needed to synthesize it. The reactants are: [Br:1][C:2]1[CH:10]=[C:9]([F:11])[CH:8]=[C:7]2[C:3]=1[CH2:4][CH2:5][CH:6]2O.O.C1(C)C=CC(S(O)(=O)=O)=CC=1. (5) Given the product [CH:1]([NH:4][C:5]1[N:10]=[C:9]([C:11]2[C:19]3[C:14](=[CH:15][CH:16]=[C:17]([C:20]4[N:24]=[C:23]([NH2:25])[S:22][N:21]=4)[CH:18]=3)[N:13]([S:33]([C:36]3[CH:37]=[CH:38][C:39]([CH3:40])=[CH:41][CH:42]=3)(=[O:34])=[O:35])[CH:12]=2)[CH:8]=[N:7][CH:6]=1)([CH3:3])[CH3:2], predict the reactants needed to synthesize it. The reactants are: [CH:1]([NH:4][C:5]1[N:10]=[C:9]([C:11]2[C:19]3[C:14](=[CH:15][CH:16]=[C:17]([C:20]4[N:24]=[C:23]([NH:25]C(=O)OC(C)(C)C)[S:22][N:21]=4)[CH:18]=3)[N:13]([S:33]([C:36]3[CH:42]=[CH:41][C:39]([CH3:40])=[CH:38][CH:37]=3)(=[O:35])=[O:34])[CH:12]=2)[CH:8]=[N:7][CH:6]=1)([CH3:3])[CH3:2].C(O)(C(F)(F)F)=O. (6) Given the product [C:1]([NH:17][CH2:18][C@@H:19]1[O:23][C:22](=[O:24])[N:21]([C:25]2[CH:30]=[CH:29][C:28]([CH:31]([O:32][CH3:33])[O:34][CH3:35])=[C:27]([F:36])[CH:26]=2)[CH2:20]1)(=[O:3])[CH3:2], predict the reactants needed to synthesize it. The reactants are: [C:1](OC(=O)C)(=[O:3])[CH3:2].N1C=CC=CC=1.ClCCl.[NH2:17][CH2:18][C@@H:19]1[O:23][C:22](=[O:24])[N:21]([C:25]2[CH:30]=[CH:29][C:28]([CH:31]([O:34][CH3:35])[O:32][CH3:33])=[C:27]([F:36])[CH:26]=2)[CH2:20]1.C1C=C2C(C(O)(O)C(=O)C2=CC=1)=O.